From a dataset of Catalyst prediction with 721,799 reactions and 888 catalyst types from USPTO. Predict which catalyst facilitates the given reaction. Product: [Br:15][C:12]1[C:7]([N:4]2[CH:5]=[CH:6][C:2]([I:1])=[N:3]2)=[CH:8][C:9]([O:13][CH3:14])=[N:10][CH:11]=1. The catalyst class is: 22. Reactant: [I:1][C:2]1[CH:6]=[CH:5][N:4]([C:7]2[CH:12]=[CH:11][N:10]=[C:9]([O:13][CH3:14])[CH:8]=2)[N:3]=1.[Br:15]N1C(=O)CCC1=O.